This data is from NCI-60 drug combinations with 297,098 pairs across 59 cell lines. The task is: Regression. Given two drug SMILES strings and cell line genomic features, predict the synergy score measuring deviation from expected non-interaction effect. (1) Drug 1: CC(CN1CC(=O)NC(=O)C1)N2CC(=O)NC(=O)C2. Drug 2: CC(C1=C(C=CC(=C1Cl)F)Cl)OC2=C(N=CC(=C2)C3=CN(N=C3)C4CCNCC4)N. Cell line: HCT116. Synergy scores: CSS=32.8, Synergy_ZIP=-3.98, Synergy_Bliss=-3.74, Synergy_Loewe=-1.08, Synergy_HSA=-0.561. (2) Drug 1: CC1C(C(CC(O1)OC2CC(CC3=C2C(=C4C(=C3O)C(=O)C5=C(C4=O)C(=CC=C5)OC)O)(C(=O)CO)O)N)O.Cl. Drug 2: C1CC(=O)NC(=O)C1N2CC3=C(C2=O)C=CC=C3N. Cell line: SK-MEL-5. Synergy scores: CSS=10.7, Synergy_ZIP=2.76, Synergy_Bliss=3.56, Synergy_Loewe=0.901, Synergy_HSA=2.97. (3) Drug 1: C1CC(=O)NC(=O)C1N2CC3=C(C2=O)C=CC=C3N. Drug 2: CCC1(CC2CC(C3=C(CCN(C2)C1)C4=CC=CC=C4N3)(C5=C(C=C6C(=C5)C78CCN9C7C(C=CC9)(C(C(C8N6C)(C(=O)OC)O)OC(=O)C)CC)OC)C(=O)OC)O.OS(=O)(=O)O. Cell line: EKVX. Synergy scores: CSS=36.7, Synergy_ZIP=-1.41, Synergy_Bliss=-1.35, Synergy_Loewe=-40.9, Synergy_HSA=1.22. (4) Drug 1: C1=CC(=CC=C1CC(C(=O)O)N)N(CCCl)CCCl.Cl. Drug 2: C1CN1P(=S)(N2CC2)N3CC3. Cell line: MALME-3M. Synergy scores: CSS=17.5, Synergy_ZIP=-5.22, Synergy_Bliss=-0.667, Synergy_Loewe=-2.36, Synergy_HSA=-1.70. (5) Drug 1: C1C(C(OC1N2C=NC3=C(N=C(N=C32)Cl)N)CO)O. Drug 2: CC1CCC2CC(C(=CC=CC=CC(CC(C(=O)C(C(C(=CC(C(=O)CC(OC(=O)C3CCCCN3C(=O)C(=O)C1(O2)O)C(C)CC4CCC(C(C4)OC)OCCO)C)C)O)OC)C)C)C)OC. Cell line: ACHN. Synergy scores: CSS=27.8, Synergy_ZIP=-0.188, Synergy_Bliss=2.21, Synergy_Loewe=-12.1, Synergy_HSA=0.780. (6) Drug 1: COC1=CC(=CC(=C1O)OC)C2C3C(COC3=O)C(C4=CC5=C(C=C24)OCO5)OC6C(C(C7C(O6)COC(O7)C8=CC=CS8)O)O. Drug 2: COC1=C2C(=CC3=C1OC=C3)C=CC(=O)O2. Cell line: SW-620. Synergy scores: CSS=40.5, Synergy_ZIP=8.81, Synergy_Bliss=5.91, Synergy_Loewe=-18.9, Synergy_HSA=5.96. (7) Drug 1: CC1OCC2C(O1)C(C(C(O2)OC3C4COC(=O)C4C(C5=CC6=C(C=C35)OCO6)C7=CC(=C(C(=C7)OC)O)OC)O)O. Drug 2: CN(C)C1=NC(=NC(=N1)N(C)C)N(C)C. Cell line: SF-295. Synergy scores: CSS=43.5, Synergy_ZIP=-1.72, Synergy_Bliss=-7.36, Synergy_Loewe=-34.0, Synergy_HSA=-5.54.